Dataset: Catalyst prediction with 721,799 reactions and 888 catalyst types from USPTO. Task: Predict which catalyst facilitates the given reaction. (1) Reactant: [F:1][C:2]([F:6])([F:5])[CH2:3]I.CC1(C)C2C(=C(P(C3C=CC=CC=3)C3C=CC=CC=3)C=CC=2)OC2C(P(C3C=CC=CC=3)C3C=CC=CC=3)=CC=CC1=2.C(=O)([O-])[O-].[Cs+].[Cs+].[CH3:55][O:56][C:57]([C:59]1[CH:64]=[CH:63][C:62](B(O)O)=[CH:61][CH:60]=1)=[O:58]. Product: [F:1][C:2]([F:6])([F:5])[CH2:3][C:62]1[CH:63]=[CH:64][C:59]([C:57]([O:56][CH3:55])=[O:58])=[CH:60][CH:61]=1. The catalyst class is: 333. (2) Product: [NH2:1][C:2]1[CH:7]=[CH:6][C:5]([Br:8])=[CH:4][C:3]=1[CH:9]=[O:10]. Reactant: [NH2:1][C:2]1[CH:7]=[CH:6][C:5]([Br:8])=[CH:4][C:3]=1[CH2:9][OH:10]. The catalyst class is: 177. (3) The catalyst class is: 152. Reactant: [OH:1][CH2:2][C:3]1([CH3:15])[CH2:7][CH:6]2[CH:8]([CH3:14])[CH:9]=[C:10]([CH3:13])[C:11]([CH3:12])=[C:5]2[O:4]1.[N+:16]([O-])([OH:18])=[O:17]. Product: [OH:1][CH2:2][C:3]1([CH3:15])[CH2:7][CH:6]2[CH:8]([CH3:14])[C:9]([N+:16]([O-:18])=[O:17])=[C:10]([CH3:13])[C:11]([CH3:12])=[C:5]2[O:4]1. (4) Reactant: C(OC(=O)[NH:7][C:8]([C:10]1[S:11][C:12]([S:26][CH3:27])=[C:13]([S:15]([C:18]2[CH:19]=[N:20][C:21](Cl)=[C:22]([Br:24])[CH:23]=2)(=[O:17])=[O:16])[CH:14]=1)=[NH:9])(C)(C)C.[NH2:29][CH2:30][C:31]([CH3:35])([CH3:34])[CH2:32][OH:33].C(Cl)Cl.[C:39]([OH:45])([C:41]([F:44])([F:43])[F:42])=[O:40]. Product: [F:42][C:41]([F:44])([F:43])[C:39]([OH:45])=[O:40].[Br:24][C:22]1[CH:23]=[C:18]([S:15]([C:13]2[CH:14]=[C:10]([C:8]([NH2:7])=[NH:9])[S:11][C:12]=2[S:26][CH3:27])(=[O:17])=[O:16])[CH:19]=[N:20][C:21]=1[NH:29][CH2:30][C:31]([CH3:35])([CH3:34])[CH2:32][OH:33]. The catalyst class is: 1. (5) Reactant: O[C:2]([C:5]1[S:9][C:8]([NH:10]C(=O)OC(C)(C)C)=[N:7][C:6]=1[CH2:18][CH2:19][O:20]C1CCCCO1)([CH3:4])[CH3:3].Cl.[OH-].[Na+]. Product: [CH3:4][C:2]1([CH3:3])[C:5]2[S:9][C:8]([NH2:10])=[N:7][C:6]=2[CH2:18][CH2:19][O:20]1. The catalyst class is: 7.